Dataset: Full USPTO retrosynthesis dataset with 1.9M reactions from patents (1976-2016). Task: Predict the reactants needed to synthesize the given product. (1) Given the product [Cl:21][C:18]1[CH:19]=[CH:20][C:15]([NH:14][C:4]2[CH:3]=[C:2]([NH:23][N:24]=[CH:32][C:31]3[CH:34]=[CH:35][C:28]([O:27][C:26]([F:37])([F:36])[F:25])=[CH:29][CH:30]=3)[N:7]=[C:6]([C:8]3[CH:13]=[CH:12][CH:11]=[CH:10][CH:9]=3)[N:5]=2)=[CH:16][CH:17]=1, predict the reactants needed to synthesize it. The reactants are: Cl[C:2]1[N:7]=[C:6]([C:8]2[CH:13]=[CH:12][CH:11]=[CH:10][CH:9]=2)[N:5]=[C:4]([NH:14][C:15]2[CH:20]=[CH:19][C:18]([Cl:21])=[CH:17][CH:16]=2)[CH:3]=1.O.[NH2:23][NH2:24].[F:25][C:26]([F:37])([F:36])[O:27][C:28]1[CH:35]=[CH:34][C:31]([CH:32]=O)=[CH:30][CH:29]=1.O. (2) Given the product [CH3:1][O:2][C:3](=[O:18])[C@@H:4]([O:15][CH2:16][CH3:17])[CH2:5][C:6]1[CH:11]=[CH:10][C:9]([O:12][CH2:20][C:21]2[N:22]=[C:23]([C:27]3[CH:32]=[CH:31][CH:30]=[CH:29][CH:28]=3)[O:24][C:25]=2[CH3:26])=[CH:8][C:7]=1[O:13][CH3:14], predict the reactants needed to synthesize it. The reactants are: [CH3:1][O:2][C:3](=[O:18])[C@@H:4]([O:15][CH2:16][CH3:17])[CH2:5][C:6]1[CH:11]=[CH:10][C:9]([OH:12])=[CH:8][C:7]=1[O:13][CH3:14].Cl[CH2:20][C:21]1[N:22]=[C:23]([C:27]2[CH:32]=[CH:31][CH:30]=[CH:29][CH:28]=2)[O:24][C:25]=1[CH3:26].C(=O)([O-])[O-].[Cs+].[Cs+].[I-].[K+]. (3) Given the product [NH:6]1[CH2:7][CH2:8][CH2:9][NH:10][CH2:11][CH2:12][NH:13][CH2:14][CH:15]([C:17]([O:19][CH3:20])=[O:18])[CH2:16][NH:3][CH2:4][CH2:5]1, predict the reactants needed to synthesize it. The reactants are: CC12C3(C)[N:6]4[CH2:7][CH2:8][CH2:9][N:10]3[CH2:11][CH2:12][N:13]1[CH2:14][CH:15]([C:17]([O:19][CH3:20])=[O:18])[CH2:16][N:3]2[CH2:4][CH2:5]4.Cl. (4) Given the product [Cl:28][C:25]1[S:24][C:20]2[N:21]=[CH:22][N:23]=[C:18]([NH:6][C:5]3[CH:7]=[CH:8][C:2]([F:1])=[CH:3][C:4]=3[O:9][C@H:10]3[CH2:11][CH2:12][C@H:13]([OH:16])[CH2:14][CH2:15]3)[C:19]=2[C:26]=1[CH3:27], predict the reactants needed to synthesize it. The reactants are: [F:1][C:2]1[CH:8]=[CH:7][C:5]([NH2:6])=[C:4]([O:9][C@H:10]2[CH2:15][CH2:14][C@H:13]([OH:16])[CH2:12][CH2:11]2)[CH:3]=1.Cl[C:18]1[C:19]2[C:26]([CH3:27])=[C:25]([Cl:28])[S:24][C:20]=2[N:21]=[CH:22][N:23]=1.O.C1(C)C=CC(S(O)(=O)=O)=CC=1.